The task is: Predict which catalyst facilitates the given reaction.. This data is from Catalyst prediction with 721,799 reactions and 888 catalyst types from USPTO. Reactant: [F:1][C:2]1[CH:7]=[CH:6][C:5]([C:8]2[C:16]3[C:11](=[CH:12][CH:13]=[C:14]([C:17](=[O:19])[CH3:18])[CH:15]=3)[N:10](C3CCCCO3)[N:9]=2)=[CH:4][CH:3]=1.Cl. Product: [F:1][C:2]1[CH:3]=[CH:4][C:5]([C:8]2[C:16]3[C:11](=[CH:12][CH:13]=[C:14]([C:17](=[O:19])[CH3:18])[CH:15]=3)[NH:10][N:9]=2)=[CH:6][CH:7]=1. The catalyst class is: 5.